Task: Predict which catalyst facilitates the given reaction.. Dataset: Catalyst prediction with 721,799 reactions and 888 catalyst types from USPTO Reactant: [C:1]([OH:10])(=O)[C:2]1[C:3](=[CH:5][CH:6]=[CH:7][CH:8]=1)[SH:4].S(=O)(=O)(O)O.[C:16]1([OH:22])[CH:21]=[CH:20][CH:19]=[CH:18][CH:17]=1. Product: [OH:22][C:16]1[CH:21]=[CH:20][C:19]2[S:4][C:3]3[C:2](=[CH:8][CH:7]=[CH:6][CH:5]=3)[C:1](=[O:10])[C:18]=2[CH:17]=1. The catalyst class is: 6.